Dataset: Full USPTO retrosynthesis dataset with 1.9M reactions from patents (1976-2016). Task: Predict the reactants needed to synthesize the given product. Given the product [NH2:12][C:11]1[CH:10]=[C:9]2[C:4]([CH2:5][CH2:6][N:7]([C:16]3[CH:17]=[N:18][CH:19]=[CH:20][C:21]=3[CH3:22])[C:8]2=[O:15])=[CH:3][C:2]=1[CH3:1], predict the reactants needed to synthesize it. The reactants are: [CH3:1][C:2]1[CH:3]=[C:4]2[C:9](=[CH:10][C:11]=1[N+:12]([O-])=O)[C:8](=[O:15])[N:7]([C:16]1[CH:17]=[N:18][CH:19]=[CH:20][C:21]=1[CH3:22])[CH2:6][CH2:5]2.